Dataset: Forward reaction prediction with 1.9M reactions from USPTO patents (1976-2016). Task: Predict the product of the given reaction. (1) The product is: [CH3:13][N:14]([C:2]1[C:11]2[C:6](=[CH:7][CH:8]=[CH:9][CH:10]=2)[N:5]=[C:4]([CH3:12])[N:3]=1)[NH2:15]. Given the reactants Cl[C:2]1[C:11]2[C:6](=[CH:7][CH:8]=[CH:9][CH:10]=2)[N:5]=[C:4]([CH3:12])[N:3]=1.[CH3:13][NH:14][NH2:15].C(=O)([O-])[O-].[K+].[K+], predict the reaction product. (2) Given the reactants [CH3:1][CH:2]([C:4]1[C:5]([C:20]2[CH:25]=[CH:24][CH:23]=[CH:22][CH:21]=2)=[C:6]([O:16]COC)[C:7]2[C:12]([CH:13]=1)=[CH:11][C:10]([O:14][CH3:15])=[CH:9][CH:8]=2)[CH3:3].Cl, predict the reaction product. The product is: [CH3:3][CH:2]([C:4]1[C:5]([C:20]2[CH:25]=[CH:24][CH:23]=[CH:22][CH:21]=2)=[C:6]([OH:16])[C:7]2[C:12]([CH:13]=1)=[CH:11][C:10]([O:14][CH3:15])=[CH:9][CH:8]=2)[CH3:1]. (3) Given the reactants COC1C=CC(P2(SP(C3C=CC(OC)=CC=3)(=S)S2)=[S:10])=CC=1.[CH3:23][S:24][C:25]1[CH:30]=[CH:29][NH:28][C:27](=O)[C:26]=1[CH3:32], predict the reaction product. The product is: [CH3:23][S:24][C:25]1[CH:30]=[CH:29][NH:28][C:27](=[S:10])[C:26]=1[CH3:32]. (4) Given the reactants [N:1]([C:4]1[CH:5]=[C:6]2[C@@:17]3([CH2:22][CH2:21][O:20][C:19]([NH2:23])=[N:18]3)[C:16]3[CH:15]=[C:14]([Cl:24])[N:13]=[C:12]([F:25])[C:11]=3[O:10][C:7]2=[CH:8][CH:9]=1)=[N+]=[N-].[BH4-].[Na+].O, predict the reaction product. The product is: [Cl:24][C:14]1[N:13]=[C:12]([F:25])[C:11]2[O:10][C:7]3[C:6]([C@@:17]4([CH2:22][CH2:21][O:20][C:19]([NH2:23])=[N:18]4)[C:16]=2[CH:15]=1)=[CH:5][C:4]([NH2:1])=[CH:9][CH:8]=3.